From a dataset of Reaction yield outcomes from USPTO patents with 853,638 reactions. Predict the reaction yield, written as a fraction of the theoretical maximum amount of product (1.0 means a 100% yield; for example, 0.34 means a 34% yield). (1) The reactants are [N:1]1([C:8](OC(C)(C)C)=O)[CH2:7][CH2:6][CH2:5][NH:4][CH2:3][CH2:2]1.BrC[CH2:17][CH2:18][O:19][C:20]1[CH:25]=[CH:24][CH:23]=[CH:22][CH:21]=1.C([O-])([O-])=O.[Cs+].[Cs+]. No catalyst specified. The product is [O:19]([CH2:18][CH2:17][CH2:8][N:1]1[CH2:7][CH2:6][CH2:5][NH:4][CH2:3][CH2:2]1)[C:20]1[CH:25]=[CH:24][CH:23]=[CH:22][CH:21]=1. The yield is 0.750. (2) The reactants are [C:1]([C@H:5]1[CH2:10][CH2:9][C@H:8]([O:11][C:12]2[CH:13]=[C:14]3[C:19](=[CH:20][CH:21]=2)[CH:18]=[C:17]([C@:22]2([CH3:28])[CH2:26][O:25]C(=O)[NH:23]2)[CH:16]=[CH:15]3)[CH2:7][CH2:6]1)([CH3:4])([CH3:3])[CH3:2].C(O)C.O.[OH-].[Li+]. The catalyst is O. The product is [NH2:23][C@@:22]([C:17]1[CH:16]=[CH:15][C:14]2[C:19](=[CH:20][CH:21]=[C:12]([O:11][C@H:8]3[CH2:7][CH2:6][C@H:5]([C:1]([CH3:4])([CH3:3])[CH3:2])[CH2:10][CH2:9]3)[CH:13]=2)[CH:18]=1)([CH3:28])[CH2:26][OH:25]. The yield is 0.130. (3) The reactants are CCN(C(C)C)C(C)C.[O:10]1[CH2:12][CH:11]1[CH2:13][O:14][C:15]1[CH:16]=[C:17]([CH2:21][OH:22])[CH:18]=[CH:19][CH:20]=1.Cl.[CH3:24][C:25]1[N:26]=[C:27]([N:34]2[CH2:39][CH2:38][CH:37]([NH2:40])[CH2:36][CH2:35]2)[C:28]2[CH:33]=[CH:32][S:31][C:29]=2[N:30]=1. The catalyst is CC(O)C.CS(C)=O. The product is [OH:22][CH2:21][C:17]1[CH:16]=[C:15]([CH:20]=[CH:19][CH:18]=1)[O:14][CH2:13][CH:11]([OH:10])[CH2:12][NH:40][CH:37]1[CH2:36][CH2:35][N:34]([C:27]2[C:28]3[CH:33]=[CH:32][S:31][C:29]=3[N:30]=[C:25]([CH3:24])[N:26]=2)[CH2:39][CH2:38]1. The yield is 0.200. (4) The reactants are CS(O[C@H:6]1[CH2:11][CH2:10][CH2:9][N:8]([C:12]([O:14][C:15]([CH3:18])([CH3:17])[CH3:16])=[O:13])[CH2:7]1)(=O)=O.[CH3:19][NH:20][CH3:21]. The catalyst is CO. The product is [CH3:19][N:20]([CH3:21])[C@@H:6]1[CH2:11][CH2:10][CH2:9][N:8]([C:12]([O:14][C:15]([CH3:18])([CH3:17])[CH3:16])=[O:13])[CH2:7]1. The yield is 0.990. (5) The reactants are [F:1][C:2]1([F:18])[CH2:7][O:6][C:5]([NH2:8])=[N:4][C@@:3]21[C:16]1[C:11](=[CH:12][CH:13]=[C:14]([NH2:17])[CH:15]=1)[CH2:10][CH2:9]2.[F:19][C:20]([F:31])([F:30])[C:21]1[CH:22]=[CH:23][C:24]([C:27](O)=[O:28])=[N:25][CH:26]=1. No catalyst specified. The product is [NH2:8][C:5]1[O:6][CH2:7][C:2]([F:1])([F:18])[C@@:3]2([C:16]3[C:11](=[CH:12][CH:13]=[C:14]([NH:17][C:27](=[O:28])[C:24]4[CH:23]=[CH:22][C:21]([C:20]([F:30])([F:19])[F:31])=[CH:26][N:25]=4)[CH:15]=3)[CH2:10][CH2:9]2)[N:4]=1. The yield is 0.150. (6) The catalyst is C1C=CC(/C=C/C(/C=C/C2C=CC=CC=2)=O)=CC=1.C1C=CC(/C=C/C(/C=C/C2C=CC=CC=2)=O)=CC=1.C1C=CC(/C=C/C(/C=C/C2C=CC=CC=2)=O)=CC=1.[Pd].[Pd].COCCOC. The reactants are [NH2:1][C:2]1[CH:7]=[C:6]([NH:8][CH:9]2[CH2:14][CH2:13][N:12]([C:15](OC(C)(C)C)=O)[CH2:11][CH2:10]2)[C:5]([C:22]2[CH:27]=[CH:26][C:25]([O:28][CH3:29])=[CH:24][CH:23]=2)=[CH:4][N:3]=1.Br[C:31]1[N:32]=[CH:33][C:34]([C:37]#[N:38])=[N:35][CH:36]=1.CC1(C)C2C(=C(P(C3C=CC=CC=3)C3C=CC=CC=3)C=CC=2)OC2C(P(C3C=CC=CC=3)C3C=CC=CC=3)=CC=CC1=2.C(=O)([O-])[O-].[Cs+].[Cs+]. The product is [CH3:29][O:28][C:25]1[CH:26]=[CH:27][C:22]([C:5]2[C:6]([NH:8][CH:9]3[CH2:14][CH2:13][N:12]([CH3:15])[CH2:11][CH2:10]3)=[CH:7][C:2]([NH:1][C:31]3[N:32]=[CH:33][C:34]([C:37]#[N:38])=[N:35][CH:36]=3)=[N:3][CH:4]=2)=[CH:23][CH:24]=1. The yield is 0.200. (7) The reactants are [CH3:1][O:2][C:3]1[CH:20]=[CH:19][C:6]([C:7]([NH:9][C:10]2[CH:15]=[CH:14][C:13]([N+:16]([O-:18])=[O:17])=[CH:12][CH:11]=2)=O)=[CH:5][CH:4]=1.COC1C=CC(P2(SP(C3C=CC(OC)=CC=3)(=S)S2)=[S:30])=CC=1. The catalyst is ClC1C=CC=CC=1. The product is [CH3:1][O:2][C:3]1[CH:20]=[CH:19][C:6]([C:7]([NH:9][C:10]2[CH:15]=[CH:14][C:13]([N+:16]([O-:18])=[O:17])=[CH:12][CH:11]=2)=[S:30])=[CH:5][CH:4]=1. The yield is 0.774. (8) The reactants are Br[C:2]1[CH:3]=[C:4]2[C:8](=[C:9]([C:11]([NH2:13])=[O:12])[CH:10]=1)[NH:7][CH:6]=[C:5]2[CH:14]1[CH2:19][CH2:18][N:17]([S:20]([CH2:23][CH3:24])(=[O:22])=[O:21])[CH2:16][CH2:15]1.[F:25][C:26]1[CH:27]=[C:28]([SH:32])[CH:29]=[CH:30][CH:31]=1.C(O)CO.C(=O)([O-])[O-].[K+].[K+]. The catalyst is C(O)(C)C.[Cu](I)I. The product is [CH2:23]([S:20]([N:17]1[CH2:18][CH2:19][CH:14]([C:5]2[C:4]3[C:8](=[C:9]([C:11]([NH2:13])=[O:12])[CH:10]=[C:2]([S:32][C:28]4[CH:29]=[CH:30][CH:31]=[C:26]([F:25])[CH:27]=4)[CH:3]=3)[NH:7][CH:6]=2)[CH2:15][CH2:16]1)(=[O:22])=[O:21])[CH3:24]. The yield is 0.0800.